From a dataset of Antibody developability classification from SAbDab with 2,409 antibodies. Regression/Classification. Given an antibody's heavy chain and light chain sequences, predict its developability. TAP uses regression for 5 developability metrics; SAbDab uses binary classification. (1) The antibody is ['ADLVQSGAVVKKPGDSVRISCEAQGYRFPDYIIHWIRRAPGQGPEWMGWMNPMGGQVNIPWKFQGRVSMTRDTSIETAFLDLRGLKSDDTAVYYCVRDRSNGSGKRFESSNWFLDLWGRGTAVTIQS', 'QSALTQPRSVSASPGQSVTISCTGTHNLVSWCQHQPGRAPKLLIYDFNKRPSGVPDRFSGSGSGGTASLTITGLQDDDDAEYFCWAYEAFGGGTKLTVL']. Result: 0 (not developable). (2) The antibody is ['EVQLVESGGGLVQPGGSLRLSCAASGFDIYDDDIHWVRQAPGKGLEWVAYIAPSYGYTDYADSVKGRFTISADTSKNTAYLQMNSLRAEDTAVYYCSRSSDASYSYSAMDYWGQGTLVTVSS', 'DIQMTQSPSSLSASVGDRVTITCRASQASYSSVAWYQQKPGKAPKLLIYAASYLYSGVPSRFSGSGSGTDFTLTISSLQPEDFATYYCQSSASPATFGQGTKVEIK']. Result: 0 (not developable). (3) The antibody is ['EVQLVESGGGLVQPGGSLKLSCAASGFTLSGSNVHWVRQASGKGLEWVGRIKRNAESDATAYAASMRGRLTISRDDSKNTAFLQMNSLKSDDTAMYYCVIRGDVYNRQWGQGTLVTVSS', 'DIVMTQSPLSLSVTPGEPASISCRSSQSLLRRDGHNDLEWYLQKPGQSPQPLIYLGSTRASGVPDRFSGSGSGTDFTLKIIRVEAEDAGTYYCMQNKQTPLTFGQGTRLEIK']. Result: 1 (developable). (4) The antibody is ['GVKLQQSGPEVVKPGASVKISCKASGYSFTNFYIHWVKQRPGQGLEWIGWIFHGSDNTEYNEKFKDKATLTADTSSSTAYMQLSSLTSEDSAVYFCARWGPHWYFDVWGQGTTVTVSS', 'DIVLTQSPDITAASLGQKVTITCSASSSVSYMHWYQQKSGTSPKPWIFEISKLASGVPARFSGSGSGTSYSLTISSMEAEDAAIYYCQQWNYPFTFGGGTKLEIK']. Result: 0 (not developable). (5) The antibody is ['NVNLLESGGGLVQPGGSLNLSCAASGFDFSRYWMSWARQAPGKGQEWIGEINPGSSTIKYTPSLKDKFIISRDNAKNTLYLQMSKVSSEDTALYYCARYGSYVYAMDYWGPGTSVTVSS', 'SIVMTQTPKFLLVSAGDRITITCKASQSVRNDVAWYQQKPGQSPKLLIYFASNRYTGVPDRFTGSGSGTDFTFTISTVQAEDLAVYFCQQGYTSPRTFGGGTKLEIK']. Result: 0 (not developable). (6) The antibody is ['EVKLQESGGGLVQPGGSMKLSCVASGFTFNNYWMSWVRQSPEKGLEWVAEIRLNSDNFATHYAESVKGKFIISRDDSKSRLYLQMNSLRAEDTGIYYCVLRPLFYYAVDYWGQGTSVTVSS', 'DIQLTQSPAFMAASPGEKVTITCSVSSSISSSNLHWYQQKSETSPKPWIYGTSNLASGVPVRFSGSGSGTSYSLTISSMEAEDAATYYCQQWNSYPYTFGGGTKLEIK']. Result: 0 (not developable). (7) Result: 0 (not developable). The antibody is ['LLEQSGPEVKKPGSSVKVSCKDSGDTFNEPVTWVRQAPGQGLEWIGGIIPAFGVTKYAQKFQGRVIISADASTATAYLELSSLRSEDTAVYYCAKVGLRGIVMVGGLAMNWLDPWGQGTQVTVSS', 'EIELTQSPGTLSLSPGERATLSCRASQSVSSSYLAWYQQKPGQAPRLLIYGASSRATGIPDRFSGSGSGTDFTLTISRLEPEDFAVYYCQQYGSSPQTFGQGTKVEIK'].